This data is from Orexin1 receptor HTS with 218,158 compounds and 233 confirmed actives. The task is: Binary Classification. Given a drug SMILES string, predict its activity (active/inactive) in a high-throughput screening assay against a specified biological target. (1) The result is 0 (inactive). The molecule is s1c(ccc1C)C(=O)NCC(O)=O. (2) The molecule is S(=O)(=O)(N1CCOCC1)c1cc(c(OCC(=O)N2CCOCC2)cc1)C. The result is 0 (inactive). (3) The compound is S(=O)(=O)(NCCC(OCC(=O)Nc1cc(OC)c(OC)cc1)=O)c1ccccc1. The result is 0 (inactive). (4) The drug is S(OCCCc1ccc(C(C)(C)C)cc1)(=O)(=O)N. The result is 0 (inactive). (5) The drug is S1Cc2c(/C(c3c1cccc3)=C\CCN)cccc2. The result is 0 (inactive). (6) The molecule is S(CC(=O)Nc1n(nc(C(C)(C)C)c1)c1ccccc1)c1scnn1. The result is 0 (inactive). (7) The drug is Brc1cc(F)c(CN2CCN(CC2)C(=O)C2Oc3c(OC2)cccc3)cc1. The result is 0 (inactive).